From a dataset of Full USPTO retrosynthesis dataset with 1.9M reactions from patents (1976-2016). Predict the reactants needed to synthesize the given product. (1) Given the product [CH3:6][N:4]([CH3:5])/[CH:3]=[CH:18]/[C:17]([C:15]1[CH:14]=[CH:13][N:12]=[C:11]([S:10][CH3:9])[N:16]=1)=[O:19], predict the reactants needed to synthesize it. The reactants are: CO[CH:3](OC)[N:4]([CH3:6])[CH3:5].[CH3:9][S:10][C:11]1[N:16]=[C:15]([C:17](=[O:19])[CH3:18])[CH:14]=[CH:13][N:12]=1. (2) Given the product [N+:8]([C:6]1[CH:5]=[C:4]([N:11]2[CH2:16][CH2:15][O:14][CH2:13][CH2:12]2)[CH:3]=[C:2]([N:23]2[CH2:28][CH2:27][S:26][CH2:25][CH2:24]2)[CH:7]=1)([O-:10])=[O:9], predict the reactants needed to synthesize it. The reactants are: I[C:2]1[CH:3]=[C:4]([N:11]2[CH2:16][CH2:15][O:14][CH2:13][CH2:12]2)[CH:5]=[C:6]([N+:8]([O-:10])=[O:9])[CH:7]=1.C(=O)([O-])[O-].[Cs+].[Cs+].[NH:23]1[CH2:28][CH2:27][S:26][CH2:25][CH2:24]1. (3) Given the product [Cl:1][C:2]1[CH:3]=[C:4]([C:22]2[CH:27]=[CH:26][CH:25]=[CH:24][CH:23]=2)[CH:5]=[CH:6][C:7]=1[CH2:8][N:9]1[C:13]2[CH:14]=[C:15]([CH2:19][O:20][C:29]3[CH:30]=[C:31]([CH:36]=[CH:37][CH:38]=3)[C:32]([O:34][CH3:35])=[O:33])[CH:16]=[C:17]([CH3:18])[C:12]=2[N:11]=[C:10]1[CH3:21], predict the reactants needed to synthesize it. The reactants are: [Cl:1][C:2]1[CH:3]=[C:4]([C:22]2[CH:27]=[CH:26][CH:25]=[CH:24][CH:23]=2)[CH:5]=[CH:6][C:7]=1[CH2:8][N:9]1[C:13]2[CH:14]=[C:15]([CH2:19][OH:20])[CH:16]=[C:17]([CH3:18])[C:12]=2[N:11]=[C:10]1[CH3:21].O[C:29]1[CH:30]=[C:31]([CH:36]=[CH:37][CH:38]=1)[C:32]([O:34][CH3:35])=[O:33].